From a dataset of Catalyst prediction with 721,799 reactions and 888 catalyst types from USPTO. Predict which catalyst facilitates the given reaction. (1) Reactant: [OH-].[Na+].[CH2:3]([O:5][C:6]([C:8]1[C:16]2[C:11](=[CH:12][CH:13]=[C:14]([O:17][C:18]3[CH:23]=[CH:22][C:21]([C:24]([F:27])([F:26])[F:25])=[CH:20][CH:19]=3)[CH:15]=2)[N:10]([C:28]2[CH:33]=[CH:32][C:31]([O:34][CH:35]([CH3:37])[CH3:36])=[CH:30][CH:29]=2)[C:9]=1[CH2:38][C:39]([O:41]CC)=[O:40])=[O:7])[CH3:4].Cl. Product: [CH2:3]([O:5][C:6]([C:8]1[C:16]2[C:11](=[CH:12][CH:13]=[C:14]([O:17][C:18]3[CH:19]=[CH:20][C:21]([C:24]([F:27])([F:25])[F:26])=[CH:22][CH:23]=3)[CH:15]=2)[N:10]([C:28]2[CH:29]=[CH:30][C:31]([O:34][CH:35]([CH3:37])[CH3:36])=[CH:32][CH:33]=2)[C:9]=1[CH2:38][C:39]([OH:41])=[O:40])=[O:7])[CH3:4]. The catalyst class is: 14. (2) Reactant: [I:1][C:2]1[C:3](=[O:30])[C:4]2[CH:5]=[CH:6][N:7]3[C:20](=[O:21])[N:19](COCC[Si](C)(C)C)[N:18]=[C:8]3[C:9]=2[O:10][C:11]=1[C:12]1[CH:17]=[CH:16][CH:15]=[CH:14][CH:13]=1.C(O)(C(F)(F)F)=O. Product: [I:1][C:2]1[C:3](=[O:30])[C:4]2[CH:5]=[CH:6][N:7]3[C:20](=[O:21])[NH:19][N:18]=[C:8]3[C:9]=2[O:10][C:11]=1[C:12]1[CH:13]=[CH:14][CH:15]=[CH:16][CH:17]=1. The catalyst class is: 2. (3) Reactant: Cl.[CH3:2][N:3]1[C:18]2[C:13](=[CH:14][CH:15]=[CH:16][CH:17]=2)[C:5]([CH2:6][C@@H:7]([C:9]([O:11][CH3:12])=[O:10])[NH2:8])=[CH:4]1.C(N(CC)CC)C.[C:26]([O:29][C:30]1[CH:40]=[CH:39][CH:38]=[CH:37][C:31]=1[CH:32]=[CH:33][C:34](O)=[O:35])(=[O:28])[CH3:27].CCN=C=NCCCN(C)C.Cl. Product: [C:26]([O:29][C:30]1[CH:40]=[CH:39][CH:38]=[CH:37][C:31]=1[CH:32]=[CH:33][C:34]([NH:8][C@H:7]([C:9]([O:11][CH3:12])=[O:10])[CH2:6][C:5]1[C:13]2[C:18](=[CH:17][CH:16]=[CH:15][CH:14]=2)[N:3]([CH3:2])[CH:4]=1)=[O:35])(=[O:28])[CH3:27]. The catalyst class is: 2. (4) Reactant: O.[NH2:2][NH2:3].Cl[C:5]1[C:6]2[CH2:16][CH2:15][CH2:14][CH2:13][CH2:12][CH2:11][C:7]=2[N:8]=[CH:9][N:10]=1. Product: [NH:2]([C:5]1[C:6]2[CH2:16][CH2:15][CH2:14][CH2:13][CH2:12][CH2:11][C:7]=2[N:8]=[CH:9][N:10]=1)[NH2:3]. The catalyst class is: 14.